From a dataset of Reaction yield outcomes from USPTO patents with 853,638 reactions. Predict the reaction yield, written as a fraction of the theoretical maximum amount of product (1.0 means a 100% yield; for example, 0.34 means a 34% yield). (1) The yield is 0.410. The product is [C:17]1([CH:16]([C:23]2[CH:28]=[CH:27][CH:26]=[CH:25][CH:24]=2)[N:29]2[CH2:32][CH:31]([CH2:33][O:1][C:2]3[CH:7]=[CH:6][C:5]([C:8]4([C:14]#[N:15])[CH2:13][CH2:12][O:11][CH2:10][CH2:9]4)=[CH:4][CH:3]=3)[CH2:30]2)[CH:18]=[CH:19][CH:20]=[CH:21][CH:22]=1. The reactants are [OH:1][C:2]1[CH:7]=[CH:6][C:5]([C:8]2([C:14]#[N:15])[CH2:13][CH2:12][O:11][CH2:10][CH2:9]2)=[CH:4][CH:3]=1.[CH:16]([N:29]1[CH2:32][CH:31]([CH2:33]O)[CH2:30]1)([C:23]1[CH:28]=[CH:27][CH:26]=[CH:25][CH:24]=1)[C:17]1[CH:22]=[CH:21][CH:20]=[CH:19][CH:18]=1.C1C=CC(P(C2C=CC=CC=2)C2C=CC=CC=2)=CC=1.CC(OC(/N=N/C(OC(C)C)=O)=O)C. No catalyst specified. (2) The reactants are [Cl-].[OH:2][NH3+:3].[C:4](=O)([O-])[OH:5].[Na+].CS(C)=O.C([O:16][C:17]([CH3:56])([CH3:55])[C:18]([O:20][C@H:21]1[CH2:26][CH2:25][C@H:24]([N:27]2[C:32](=[O:33])[C:31]([CH2:34][C:35]3[CH:40]=[CH:39][C:38]([C:41]4[CH:46]=[CH:45][CH:44]=[CH:43][C:42]=4[C:47]#[N:48])=[CH:37][CH:36]=3)=[C:30]([CH2:49][CH2:50][CH3:51])[N:29]3[N:52]=[CH:53][CH:54]=[C:28]23)[CH2:23][CH2:22]1)=[O:19])(=O)C. The catalyst is C(OCC)(=O)C. The product is [OH:16][C:17]([CH3:55])([CH3:56])[C:18]([O:20][C@H:21]1[CH2:22][CH2:23][C@H:24]([N:27]2[C:32](=[O:33])[C:31]([CH2:34][C:35]3[CH:40]=[CH:39][C:38]([C:41]4[CH:46]=[CH:45][CH:44]=[CH:43][C:42]=4[C:47]4[NH:48][C:4](=[O:5])[O:2][N:3]=4)=[CH:37][CH:36]=3)=[C:30]([CH2:49][CH2:50][CH3:51])[N:29]3[N:52]=[CH:53][CH:54]=[C:28]23)[CH2:25][CH2:26]1)=[O:19]. The yield is 0.170. (3) The reactants are [O:1]=[C:2]1[C:11]2[C:6](=[CH:7][CH:8]=[CH:9][CH:10]=2)[C:5]([C:12]([O:14]C)=[O:13])=[CH:4][NH:3]1.[H][H].O=C1C2C(=CC=CC=2)C(C(OC)=O)CN1.[OH-].[Na+]. The catalyst is [Pd].O1CCCC1. The product is [O:1]=[C:2]1[C:11]2[C:6](=[CH:7][CH:8]=[CH:9][CH:10]=2)[C:5]([C:12]([OH:14])=[O:13])=[CH:4][NH:3]1. The yield is 0.940. (4) The reactants are [F:1][C:2]([F:18])([F:17])[C:3]1[CH:8]=[CH:7][C:6]([C:9]2[CH:14]=[CH:13][C:12]([CH:15]=[O:16])=[CH:11][CH:10]=2)=[CH:5][CH:4]=1.[CH2:19]([Mg]Br)[CH:20]([CH3:22])[CH3:21]. The catalyst is O1CCCC1. The product is [CH3:19][CH:20]([CH3:22])[CH2:21][CH:15]([C:12]1[CH:13]=[CH:14][C:9]([C:6]2[CH:5]=[CH:4][C:3]([C:2]([F:17])([F:18])[F:1])=[CH:8][CH:7]=2)=[CH:10][CH:11]=1)[OH:16]. The yield is 0.450. (5) The reactants are C([O:3][C:4](=[O:19])[CH:5]([O:16][CH2:17][CH3:18])[CH2:6][C:7]1[CH:8]=[C:9]2[C:13](=[CH:14][CH:15]=1)[NH:12][CH:11]=[CH:10]2)C.Cl[CH2:21][C:22]1[N:23]=[C:24]([C:28]2[CH:33]=[CH:32][CH:31]=[CH:30][C:29]=2[CH3:34])[O:25][C:26]=1[CH3:27]. No catalyst specified. The product is [CH2:17]([O:16][CH:5]([CH2:6][C:7]1[CH:8]=[C:9]2[C:13](=[CH:14][CH:15]=1)[N:12]([CH2:21][C:22]1[N:23]=[C:24]([C:28]3[CH:33]=[CH:32][CH:31]=[CH:30][C:29]=3[CH3:34])[O:25][C:26]=1[CH3:27])[CH:11]=[CH:10]2)[C:4]([OH:3])=[O:19])[CH3:18]. The yield is 0.430. (6) The reactants are [CH3:1][CH2:2][CH2:3][C:4]1[CH:5]=[CH:6][CH:7]=[CH:8][CH:9]=1.[C:10]1([S:16](Cl)(=[O:18])=[O:17])[CH:15]=[CH:14][CH:13]=[CH:12][CH:11]=1.[Cl-].[Al+3].[Cl-].[Cl-]. No catalyst specified. The product is [C:10]1([S:16]([C:7]2[CH:8]=[CH:9][C:4]([CH2:3][CH2:2][CH3:1])=[CH:5][CH:6]=2)(=[O:18])=[O:17])[CH:15]=[CH:14][CH:13]=[CH:12][CH:11]=1. The yield is 0.880.